From a dataset of Forward reaction prediction with 1.9M reactions from USPTO patents (1976-2016). Predict the product of the given reaction. (1) Given the reactants C(OC([N:8]1[CH2:13][CH2:12][C:11](=[O:14])[CH2:10][CH:9]1[CH3:15])=O)(C)(C)C.[ClH:16], predict the reaction product. The product is: [ClH:16].[CH3:15][CH:9]1[CH2:10][C:11](=[O:14])[CH2:12][CH2:13][NH:8]1. (2) The product is: [CH2:37]([N:38]([CH2:42][C:12]1[N:17]=[C:16]([NH:18][C:19]([NH:21][C:22]2[N:23]=[C:24]([CH:27]3[CH2:28][CH2:29][NH:30][CH2:31][CH2:32]3)[S:25][CH:26]=2)=[O:20])[CH:15]=[CH:14][CH:13]=1)[CH2:39][CH3:40])[CH3:36]. Given the reactants C([BH-](CC)CC)C.[Li+].C(N(CC)[C:12]1[N:17]=[C:16]([NH:18][C:19]([NH:21][C:22]2[N:23]=[C:24]([C:27]3[CH:32]=[CH:31][N:30]=[CH:29][CH:28]=3)[S:25][CH:26]=2)=[O:20])[C:15](C)=[CH:14][CH:13]=1)C.[CH3:36][CH2:37][N:38]([CH:42](C)C)[CH:39](C)[CH3:40], predict the reaction product. (3) The product is: [NH:20]1[C:21]2[C:26](=[CH:25][CH:24]=[CH:23][CH:22]=2)[CH:27]=[C:19]1[C:9]1[C:8]([CH2:6][OH:5])=[CH:12][N:11]([CH:13]2[CH2:18][CH2:17][CH2:16][CH2:15][O:14]2)[N:10]=1. Given the reactants [Li+].[BH4-].C([O:5][C:6]([C:8]1[C:9]([C:19]2[N:20](C(OC(C)(C)C)=O)[C:21]3[C:26]([CH:27]=2)=[CH:25][CH:24]=[CH:23][CH:22]=3)=[N:10][N:11]([CH:13]2[CH2:18][CH2:17][CH2:16][CH2:15][O:14]2)[CH:12]=1)=O)C.CO, predict the reaction product. (4) Given the reactants [CH3:1][C:2]1([N:15]2[CH2:20][CH:19]=[C:18](OS(C(F)(F)F)(=O)=O)[CH2:17][CH2:16]2)[CH2:7][CH2:6][N:5]([C:8]([O:10][C:11]([CH3:14])([CH3:13])[CH3:12])=[O:9])[CH2:4][CH2:3]1.C(N(CC)CC)C.C1(P(C2C=CC=CC=2)C2C=CC=CC=2)C=CC=CC=1.[CH3:55][OH:56].CN(C)[CH:59]=[O:60], predict the reaction product. The product is: [C:11]([O:10][C:8]([N:5]1[CH2:4][CH2:3][C:2]([N:15]2[CH2:20][CH:19]=[C:18]([C:55]([O:60][CH3:59])=[O:56])[CH2:17][CH2:16]2)([CH3:1])[CH2:7][CH2:6]1)=[O:9])([CH3:14])([CH3:12])[CH3:13]. (5) Given the reactants [NH2:1][C:2]1[C:10]([Cl:11])=[CH:9][C:5](C(N)=O)=[C:4]([O:12][CH3:13])[C:3]=1CC1CCNCC1.Cl.CS(O[CH2:27][CH2:28][CH2:29][N:30]1[CH:34]=[CH:33][N:32]=[N:31]1)(=O)=O.C([N:37]([CH2:40][CH3:41])[CH2:38][CH3:39])C.[C:42](=O)([O-])[O-].[K+].[K+].[I-].[K+].[CH3:50][N:51](C)[CH:52]=[O:53], predict the reaction product. The product is: [N:30]1([CH2:29][CH2:28][CH2:27][N:37]2[CH2:38][CH2:39][CH:42]([CH2:50][NH:51][C:52](=[O:53])[C:5]3[CH:9]=[C:10]([Cl:11])[C:2]([NH2:1])=[CH:3][C:4]=3[O:12][CH3:13])[CH2:41][CH2:40]2)[CH:34]=[CH:33][N:32]=[N:31]1. (6) The product is: [NH2:8][C:4]1[N:5]=[CH:6][N:7]=[C:2]([NH:15][C@H:16]([C:19]2[N:28]([C:29]3[CH:34]=[CH:33][CH:32]=[CH:31][C:30]=3[CH3:35])[C:27](=[O:36])[C:26]3[C:21](=[CH:22][CH:23]=[CH:24][C:25]=3[CH3:37])[N:20]=2)[CH2:17][CH3:18])[C:3]=1[C:9]1[O:13][N:12]=[C:11]([CH3:14])[N:10]=1. Given the reactants Cl[C:2]1[N:7]=[CH:6][N:5]=[C:4]([NH2:8])[C:3]=1[C:9]1[O:13][N:12]=[C:11]([CH3:14])[N:10]=1.[NH2:15][CH:16]([C:19]1[N:28]([C:29]2[CH:34]=[CH:33][CH:32]=[CH:31][C:30]=2[CH3:35])[C:27](=[O:36])[C:26]2[C:21](=[CH:22][CH:23]=[CH:24][C:25]=2[CH3:37])[N:20]=1)[CH2:17][CH3:18].CCN(C(C)C)C(C)C, predict the reaction product. (7) Given the reactants [F:1][C:2]1[CH:10]=[C:9]([C:11]([F:14])([F:13])[F:12])[CH:8]=[C:7]2[C:3]=1[CH2:4][N:5](C(C1C=CC=CC=1)(C1C=CC=CC=1)C1C=CC=CC=1)[CH2:6]2.FC(F)(F)C(O)=O, predict the reaction product. The product is: [F:1][C:2]1[CH:10]=[C:9]([C:11]([F:14])([F:13])[F:12])[CH:8]=[C:7]2[C:3]=1[CH2:4][NH:5][CH2:6]2. (8) Given the reactants Br[C:2]1[CH:17]=[CH:16][C:5]([O:6][CH2:7][CH2:8][N:9]2[CH2:14][CH2:13][N:12]([CH3:15])[CH2:11][CH2:10]2)=[CH:4][C:3]=1[F:18].[B:19]1([B:19]2[O:23][C:22]([CH3:25])([CH3:24])[C:21]([CH3:27])([CH3:26])[O:20]2)[O:23][C:22]([CH3:25])([CH3:24])[C:21]([CH3:27])([CH3:26])[O:20]1.C([O-])(=O)C.[K+].N#N, predict the reaction product. The product is: [F:18][C:3]1[CH:4]=[C:5]([CH:16]=[CH:17][C:2]=1[B:19]1[O:23][C:22]([CH3:25])([CH3:24])[C:21]([CH3:27])([CH3:26])[O:20]1)[O:6][CH2:7][CH2:8][N:9]1[CH2:14][CH2:13][N:12]([CH3:15])[CH2:11][CH2:10]1.